This data is from NCI-60 drug combinations with 297,098 pairs across 59 cell lines. The task is: Regression. Given two drug SMILES strings and cell line genomic features, predict the synergy score measuring deviation from expected non-interaction effect. Drug 1: C#CCC(CC1=CN=C2C(=N1)C(=NC(=N2)N)N)C3=CC=C(C=C3)C(=O)NC(CCC(=O)O)C(=O)O. Drug 2: CN(CCCl)CCCl.Cl. Cell line: DU-145. Synergy scores: CSS=32.8, Synergy_ZIP=-0.919, Synergy_Bliss=-1.00, Synergy_Loewe=0.589, Synergy_HSA=0.330.